This data is from Catalyst prediction with 721,799 reactions and 888 catalyst types from USPTO. The task is: Predict which catalyst facilitates the given reaction. (1) Reactant: [CH3:1][C:2]1[CH:7]=[CH:6][N:5]=[C:4]([NH2:8])[N:3]=1.[CH3:9][C:10](=O)[CH2:11][CH2:12][C:13](=O)[CH3:14].O.C1(C)C=CC(S(O)(=O)=O)=CC=1. Product: [CH3:14][C:13]1[N:8]([C:4]2[N:3]=[C:2]([CH3:1])[CH:7]=[CH:6][N:5]=2)[C:10]([CH3:9])=[CH:11][CH:12]=1. The catalyst class is: 11. (2) Reactant: [CH2:1]([C:4]1[C:11]([O:12][CH3:13])=[CH:10][CH:9]=[CH:8][C:5]=1[CH:6]=[O:7])[CH:2]=[CH2:3].S([CH2:24][N+:25]#[C-:26])(C1C=CC(C)=CC=1)(=O)=O.C(=O)([O-])[O-].[K+].[K+].C(OCC)(=O)C. The catalyst class is: 430. Product: [CH2:1]([C:4]1[C:11]([O:12][CH3:13])=[CH:10][CH:9]=[CH:8][C:5]=1[C:6]1[O:7][CH:26]=[N:25][CH:24]=1)[CH:2]=[CH2:3]. (3) Reactant: [NH2:1][C@:2]1([CH2:30][OH:31])[CH2:6][CH2:5][C@@H:4]([C:7]2[CH:12]=[CH:11][C:10]([O:13][CH2:14][CH2:15][C:16]3[CH:21]=[CH:20][C:19]([O:22]CC4C=CC=CC=4)=[CH:18][CH:17]=3)=[CH:9][CH:8]=2)[CH2:3]1. Product: [NH2:1][C@:2]1([CH2:30][OH:31])[CH2:6][CH2:5][C@@H:4]([C:7]2[CH:12]=[CH:11][C:10]([O:13][CH2:14][CH2:15][C:16]3[CH:17]=[CH:18][C:19]([OH:22])=[CH:20][CH:21]=3)=[CH:9][CH:8]=2)[CH2:3]1. The catalyst class is: 29.